Dataset: Forward reaction prediction with 1.9M reactions from USPTO patents (1976-2016). Task: Predict the product of the given reaction. (1) Given the reactants [Cl:1][C:2]1[CH:3]=[C:4]([S:11]([NH2:14])(=[O:13])=[O:12])[CH:5]=[CH:6][C:7]=1[N:8]=[C:9]=[O:10].[CH3:15][O:16][CH:17]1[CH2:22][CH2:21][NH:20][CH2:19][CH2:18]1.CO, predict the reaction product. The product is: [Cl:1][C:2]1[CH:3]=[C:4]([S:11](=[O:12])(=[O:13])[NH2:14])[CH:5]=[CH:6][C:7]=1[NH:8][C:9]([N:20]1[CH2:21][CH2:22][CH:17]([O:16][CH3:15])[CH2:18][CH2:19]1)=[O:10]. (2) Given the reactants [Cl:1][C:2]1[C:7]([Cl:8])=[CH:6][CH:5]=[CH:4][C:3]=1[NH:9]N.O.Cl.[NH:13]1[CH2:18][CH2:17][C:16](=O)[CH2:15][CH2:14]1.Cl, predict the reaction product. The product is: [Cl:1][C:2]1[C:3]2[NH:9][C:16]3[CH2:17][CH2:18][NH:13][CH2:14][C:15]=3[C:4]=2[CH:5]=[CH:6][C:7]=1[Cl:8]. (3) Given the reactants [C:1]([N:8]([CH3:28])[CH:9]1[CH2:14][CH2:13][CH:12]([NH:15][CH2:16][C:17]2[CH:18]=[C:19](B(O)O)[CH:20]=[CH:21][C:22]=2[O:23][CH3:24])[CH2:11][CH2:10]1)([O:3][C:4]([CH3:7])([CH3:6])[CH3:5])=[O:2].Br[C:30]1[CH:35]=[CH:34][C:33]([S:36][CH3:37])=[CH:32][CH:31]=1.[Cl:38][C:39]1[C:40]2[C:50]([F:51])=[CH:49][CH:48]=[C:47]([F:52])[C:41]=2[S:42][C:43]=1[C:44](Cl)=[O:45], predict the reaction product. The product is: [C:4]([O:3][C:1](=[O:2])[N:8]([CH:9]1[CH2:14][CH2:13][CH:12]([N:15]([C:44]([C:43]2[S:42][C:41]3[C:47]([F:52])=[CH:48][CH:49]=[C:50]([F:51])[C:40]=3[C:39]=2[Cl:38])=[O:45])[CH2:16][C:17]2[CH:18]=[C:19]([C:30]3[CH:35]=[CH:34][C:33]([S:36][CH3:37])=[CH:32][CH:31]=3)[CH:20]=[CH:21][C:22]=2[O:23][CH3:24])[CH2:11][CH2:10]1)[CH3:28])([CH3:7])([CH3:6])[CH3:5]. (4) The product is: [BrH:48].[BrH:48].[Cl:50][C:3]1[CH:2]=[C:1]([CH:6]=[CH:5][CH:4]=1)[CH2:11][NH:27][C@H:24]1[CH2:25][CH2:26][NH:22][C@H:23]1[C:28]1[CH:33]=[CH:32][CH:31]=[CH:30][CH:29]=1. Given the reactants [C:1]1([CH3:11])[CH:6]=[CH:5][C:4](S(O)(=O)=O)=[CH:3][CH:2]=1.C(OC([N:22]1[CH2:26][CH2:25][C@H:24]([NH2:27])[C@@H:23]1[C:28]1[CH:33]=[CH:32][CH:31]=[CH:30][CH:29]=1)=O)C1C=CC=CC=1.C(O[BH-](OC(=O)C)OC(=O)C)(=O)C.[Na+].[BrH:48].C(Cl)[Cl:50], predict the reaction product.